From a dataset of Full USPTO retrosynthesis dataset with 1.9M reactions from patents (1976-2016). Predict the reactants needed to synthesize the given product. Given the product [CH2:3]([NH+:10]([CH2:15][CH3:14])[CH2:11][CH3:12])[CH3:2].[P:23]([O-:22])([O-:30])([O:9][CH2:8][C@@H:5]1[C@@H:6]([OH:7])[C@@H:2]([OH:1])[C@H:3]([N:10]2[CH:15]=[CH:14][N:13]=[C:12]([C:16]([NH2:18])=[O:17])[C:11]2=[O:19])[O:4]1)=[O:24], predict the reactants needed to synthesize it. The reactants are: [OH:1][C@@H:2]1[C@H:6]([OH:7])[C@@H:5]([CH2:8][OH:9])[O:4][C@H:3]1[N:10]1[CH:15]=[CH:14][N:13]=[C:12]([C:16]([NH2:18])=[O:17])[C:11]1=[O:19].P(Cl)(Cl)([O:22][P:23](Cl)(Cl)=[O:24])=O.C(=O)(O)[O-:30].C([NH+](CC)CC)C.